From a dataset of Full USPTO retrosynthesis dataset with 1.9M reactions from patents (1976-2016). Predict the reactants needed to synthesize the given product. Given the product [CH2:1]([O:8][C:9]1[CH:18]=[CH:17][C:16]([CH:19]([OH:25])[CH2:20][NH:36][C:27]([CH3:35])([CH3:26])[CH2:28][CH2:29][N:30]2[CH:34]=[N:33][CH:32]=[N:31]2)=[CH:15][C:10]=1[C:11]([O:13][CH3:14])=[O:12])[C:2]1[CH:3]=[CH:4][CH:5]=[CH:6][CH:7]=1, predict the reactants needed to synthesize it. The reactants are: [CH2:1]([O:8][C:9]1[CH:18]=[CH:17][C:16]([C:19](=[O:25])[CH:20](OCC)O)=[CH:15][C:10]=1[C:11]([O:13][CH3:14])=[O:12])[C:2]1[CH:7]=[CH:6][CH:5]=[CH:4][CH:3]=1.[CH3:26][C:27]([NH2:36])([CH3:35])[CH2:28][CH2:29][N:30]1[CH:34]=[N:33][CH:32]=[N:31]1.C(O)(=O)C(O)=O.